From a dataset of Catalyst prediction with 721,799 reactions and 888 catalyst types from USPTO. Predict which catalyst facilitates the given reaction. (1) Reactant: [C:1]([C:9]1[CH:13]=[CH:12][S:11][C:10]=1[NH:14][C:15](=[O:20])[C:16](Br)([CH3:18])[CH3:17])(=[O:8])[C:2]1[CH:7]=[CH:6][CH:5]=[CH:4][CH:3]=1.[N-:21]=[N+]=[N-].[Na+].[N-]=[N+]=[N-].[Cl-].[NH4+]. Product: [NH2:21][C:16]([CH3:18])([CH3:17])[C:15]([NH:14][C:10]1[S:11][CH:12]=[CH:13][C:9]=1[C:1](=[O:8])[C:2]1[CH:7]=[CH:6][CH:5]=[CH:4][CH:3]=1)=[O:20]. The catalyst class is: 490. (2) Reactant: [I:1][C:2]1[CH:9]=[C:6]([CH:7]=O)[C:5]([OH:10])=[CH:4][CH:3]=1.[F:11][C:12]([F:21])([F:20])/[CH:13]=[CH:14]/[C:15]([O:17][CH2:18][CH3:19])=[O:16].C(N(CC)CC)C. Product: [I:1][C:2]1[CH:3]=[CH:4][C:5]2[O:10][CH:13]([C:12]([F:11])([F:21])[F:20])[C:14]([C:15]([O:17][CH2:18][CH3:19])=[O:16])=[CH:7][C:6]=2[CH:9]=1. The catalyst class is: 13.